Dataset: Full USPTO retrosynthesis dataset with 1.9M reactions from patents (1976-2016). Task: Predict the reactants needed to synthesize the given product. (1) Given the product [Br:2][C:3]1[CH:4]=[C:5]([CH:22]=[C:23]([CH:25]=[C:48]2[CH2:49][CH2:50][O:45][CH2:46][CH2:47]2)[CH:24]=1)[CH2:6][O:7][C:8]1[CH:13]=[CH:12][CH:11]=[CH:10][C:9]=1[CH2:14][C:15]([O:17][C:18]([CH3:20])([CH3:21])[CH3:19])=[O:16], predict the reactants needed to synthesize it. The reactants are: Br.[Br:2][C:3]1[CH:4]=[C:5]([CH:22]=[C:23]([CH2:25]P(C2C=CC=CC=2)(C2C=CC=CC=2)C2C=CC=CC=2)[CH:24]=1)[CH2:6][O:7][C:8]1[CH:13]=[CH:12][CH:11]=[CH:10][C:9]=1[CH2:14][C:15]([O:17][C:18]([CH3:21])([CH3:20])[CH3:19])=[O:16].[O:45]1[CH2:50][CH2:49][C:48](=O)[CH2:47][CH2:46]1.[O-]CC.[Na+].[OH-].[Na+]. (2) Given the product [CH2:26]([N:21]([CH2:22][CH:23]([CH3:24])[CH3:25])[C:18]1[CH:19]=[CH:20][C:15]([C:33]2[CH:38]=[CH:37][CH:36]=[CH:35][C:34]=2[C:39]2[N:40]=[N:41][N:42]([C:44]([C:57]3[CH:58]=[CH:59][CH:60]=[CH:61][CH:62]=3)([C:51]3[CH:52]=[CH:53][CH:54]=[CH:55][CH:56]=3)[C:45]3[CH:50]=[CH:49][CH:48]=[CH:47][CH:46]=3)[N:43]=2)=[CH:16][C:17]=1[NH2:30])[CH:27]([CH3:28])[CH3:29], predict the reactants needed to synthesize it. The reactants are: C1(C)C=CC=CC=1.CC1(C)COB([C:15]2[CH:16]=[C:17]([NH2:30])[C:18]([N:21]([CH2:26][CH:27]([CH3:29])[CH3:28])[CH2:22][CH:23]([CH3:25])[CH3:24])=[CH:19][CH:20]=2)OC1.Br[C:33]1[CH:38]=[CH:37][CH:36]=[CH:35][C:34]=1[C:39]1[N:40]=[N:41][N:42]([C:44]([C:57]2[CH:62]=[CH:61][CH:60]=[CH:59][CH:58]=2)([C:51]2[CH:56]=[CH:55][CH:54]=[CH:53][CH:52]=2)[C:45]2[CH:50]=[CH:49][CH:48]=[CH:47][CH:46]=2)[N:43]=1.C(=O)([O-])[O-].[Na+].[Na+]. (3) Given the product [CH3:15][O:14][C:12]([C:9]1[CH:10]=[C:11]2[C:6]([CH2:5][CH2:4][CH2:3][CH:2]2[N:26]2[CH2:25][CH2:24][N:23]([C:21]([O:20][C:16]([CH3:19])([CH3:18])[CH3:17])=[O:22])[CH2:28][CH2:27]2)=[CH:7][CH:8]=1)=[O:13], predict the reactants needed to synthesize it. The reactants are: Cl[CH:2]1[C:11]2[CH:10]=[C:9]([C:12]([O:14][CH3:15])=[O:13])[CH:8]=[CH:7][C:6]=2[CH2:5][CH2:4][CH2:3]1.[C:16]([O:20][C:21]([N:23]1[CH2:28][CH2:27][NH:26][CH2:25][CH2:24]1)=[O:22])([CH3:19])([CH3:18])[CH3:17].[I-].[Na+].C(=O)([O-])[O-].[K+].[K+]. (4) Given the product [Br:1][C:2]1[CH:3]=[CH:4][C:5]([C:8]2[NH:48][C:11]([C@H:13]3[N:18]4[C:19](=[O:36])[C@@H:20]([NH:25][C:26](=[O:35])[O:27][CH2:28][C:29]5[CH:34]=[CH:33][CH:32]=[CH:31][CH:30]=5)[CH2:21][CH2:22][C:23](=[O:24])[N:17]4[CH2:16][CH2:15][CH2:14]3)=[N:10][CH:9]=2)=[CH:6][CH:7]=1, predict the reactants needed to synthesize it. The reactants are: [Br:1][C:2]1[CH:7]=[CH:6][C:5]([C:8](=O)[CH2:9][NH:10][C:11]([C@H:13]2[N:18]3[C:19](=[O:36])[C@@H:20]([NH:25][C:26](=[O:35])[O:27][CH2:28][C:29]4[CH:34]=[CH:33][CH:32]=[CH:31][CH:30]=4)[CH2:21][CH2:22][C:23](=[O:24])[N:17]3[CH2:16][CH2:15][CH2:14]2)=O)=[CH:4][CH:3]=1.O1CCOCC1.C([O-])(=O)C.[NH4+:48]. (5) The reactants are: [OH:1][C@H:2]([C:26]1[CH:31]=[CH:30][C:29]([OH:32])=[CH:28][CH:27]=1)[C@@H:3]([NH:5][CH2:6][CH2:7][O:8][C:9]1[C:14]([CH3:15])=[CH:13][C:12]([C:16]2[CH:21]=[CH:20][C:19]([C:22]([OH:24])=[O:23])=[CH:18][CH:17]=2)=[CH:11][C:10]=1[CH3:25])[CH3:4].[BrH:33]. Given the product [BrH:33].[OH:1][C@H:2]([C:26]1[CH:31]=[CH:30][C:29]([OH:32])=[CH:28][CH:27]=1)[C@@H:3]([NH:5][CH2:6][CH2:7][O:8][C:9]1[C:14]([CH3:15])=[CH:13][C:12]([C:16]2[CH:21]=[CH:20][C:19]([C:22]([OH:24])=[O:23])=[CH:18][CH:17]=2)=[CH:11][C:10]=1[CH3:25])[CH3:4], predict the reactants needed to synthesize it. (6) Given the product [Br:5][C:6]1[S:10][C:9]2=[C:11]([C:14]([Cl:3])=[O:16])[N:12]=[CH:13][N:8]2[CH:7]=1, predict the reactants needed to synthesize it. The reactants are: S(Cl)([Cl:3])=O.[Br:5][C:6]1[S:10][C:9]2=[C:11]([C:14]([OH:16])=O)[N:12]=[CH:13][N:8]2[CH:7]=1.